From a dataset of Forward reaction prediction with 1.9M reactions from USPTO patents (1976-2016). Predict the product of the given reaction. (1) Given the reactants Br[CH2:2][CH2:3][O:4][C:5]1[CH:10]=[CH:9][C:8]([N:11]2[CH:15]=[CH:14][N:13]([C:16]3[CH:21]=[CH:20][C:19]([O:22][CH:23]4[CH2:27][CH2:26][CH2:25][CH2:24]4)=[CH:18][CH:17]=3)[C:12]2=[O:28])=[CH:7][CH:6]=1.[NH:29]1[CH:33]=[N:32][CH:31]=[N:30]1, predict the reaction product. The product is: [CH:23]1([O:22][C:19]2[CH:18]=[CH:17][C:16]([N:13]3[CH:14]=[CH:15][N:11]([C:8]4[CH:7]=[CH:6][C:5]([O:4][CH2:3][CH2:2][N:32]5[CH:31]=[N:30][N:29]=[CH:33]5)=[CH:10][CH:9]=4)[C:12]3=[O:28])=[CH:21][CH:20]=2)[CH2:24][CH2:25][CH2:26][CH2:27]1. (2) Given the reactants [O:1]=[C:2]1[C:7]([CH2:8][C:9]2[CH:14]=[CH:13][C:12]([C:15]3[C:16]([C:21]#[N:22])=[CH:17][CH:18]=[CH:19][CH:20]=3)=[CH:11][CH:10]=2)=[C:6]([CH2:23][CH2:24][CH3:25])[N:5]2[N:26]=[CH:27][N:28]=[C:4]2[N:3]1[CH:29]1[CH2:41][CH2:40][C:32]2([O:36][C@H:35]3[CH2:37][CH2:38][CH2:39][C@H:34]3[O:33]2)[CH2:31][CH2:30]1.C([BH3-])#N.[Na+].O1CCCC1, predict the reaction product. The product is: [OH:36][C@H:35]1[CH2:37][CH2:38][CH2:39][C@H:34]1[O:33][C@H:32]1[CH2:31][CH2:30][C@H:29]([N:3]2[C:2](=[O:1])[C:7]([CH2:8][C:9]3[CH:14]=[CH:13][C:12]([C:15]4[C:16]([C:21]#[N:22])=[CH:17][CH:18]=[CH:19][CH:20]=4)=[CH:11][CH:10]=3)=[C:6]([CH2:23][CH2:24][CH3:25])[N:5]3[N:26]=[CH:27][N:28]=[C:4]23)[CH2:41][CH2:40]1.